This data is from Catalyst prediction with 721,799 reactions and 888 catalyst types from USPTO. The task is: Predict which catalyst facilitates the given reaction. (1) Product: [F:46][C:20]([F:19])([F:45])[CH:21]([CH3:44])[CH:22]([C:26]1[CH:27]=[CH:28][C:29]([CH2:32][N:33]2[CH2:41][C:40]3[C:35](=[CH:36][CH:37]=[CH:38][C:39]=3[F:42])[C:34]2=[O:43])=[CH:30][CH:31]=1)[C:23]([NH:1][C:2]1[CH:3]=[C:4]([CH:16]=[CH:17][CH:18]=1)[CH2:5][C:6]1([C:9]([O:11][C:12]([CH3:15])([CH3:13])[CH3:14])=[O:10])[CH2:8][CH2:7]1)=[O:24]. Reactant: [NH2:1][C:2]1[CH:3]=[C:4]([CH:16]=[CH:17][CH:18]=1)[CH2:5][C:6]1([C:9]([O:11][C:12]([CH3:15])([CH3:14])[CH3:13])=[O:10])[CH2:8][CH2:7]1.[F:19][C:20]([F:46])([F:45])[CH:21]([CH3:44])[CH:22]([C:26]1[CH:31]=[CH:30][C:29]([CH2:32][N:33]2[CH2:41][C:40]3[C:35](=[CH:36][CH:37]=[CH:38][C:39]=3[F:42])[C:34]2=[O:43])=[CH:28][CH:27]=1)[C:23](O)=[O:24].O.ON1C2C=CC=CC=2N=N1.CCN(C(C)C)C(C)C.CN(C(ON1N=NC2C=CC=NC1=2)=[N+](C)C)C.F[P-](F)(F)(F)(F)F. The catalyst class is: 18. (2) Reactant: [OH:1][CH2:2][C:3]([CH2:32][OH:33])([C:7]1[CH:12]=[CH:11][C:10]([O:13][CH2:14][CH2:15][CH2:16][CH2:17][CH2:18][CH2:19][CH2:20][CH2:21][CH2:22][CH2:23][CH2:24][CH2:25][CH2:26][CH2:27][CH2:28][CH2:29][CH2:30][CH3:31])=[CH:9][CH:8]=1)[C:4](O)=[O:5]. Product: [OH:33][CH2:32][C:3]([C:7]1[CH:8]=[CH:9][C:10]([O:13][CH2:14][CH2:15][CH2:16][CH2:17][CH2:18][CH2:19][CH2:20][CH2:21][CH2:22][CH2:23][CH2:24][CH2:25][CH2:26][CH2:27][CH2:28][CH2:29][CH2:30][CH3:31])=[CH:11][CH:12]=1)([CH2:2][OH:1])[CH2:4][OH:5]. The catalyst class is: 1.